Dataset: Forward reaction prediction with 1.9M reactions from USPTO patents (1976-2016). Task: Predict the product of the given reaction. (1) The product is: [OH:35][NH:34][C:9]([C@H:8]1[C@@H:3]([N:2]([CH3:1])[S:12]([C:15]2[CH:16]=[CH:17][C:18]([O:21][CH2:22][C:23]3[C:32]4[C:27](=[CH:28][CH:29]=[CH:30][CH:31]=4)[N:26]=[C:25]([CH3:33])[CH:24]=3)=[CH:19][CH:20]=2)(=[O:14])=[O:13])[CH2:4][CH:5]=[CH:6][CH2:7]1)=[O:10]. Given the reactants [CH3:1][N:2]([S:12]([C:15]1[CH:20]=[CH:19][C:18]([O:21][CH2:22][C:23]2[C:32]3[C:27](=[CH:28][CH:29]=[CH:30][CH:31]=3)[N:26]=[C:25]([CH3:33])[CH:24]=2)=[CH:17][CH:16]=1)(=[O:14])=[O:13])[C@@H:3]1[C@H:8]([C:9](O)=[O:10])[CH2:7][CH:6]=[CH:5][CH2:4]1.[NH2:34][OH:35], predict the reaction product. (2) Given the reactants [C:1]([OH:10])(=[O:9])[C:2]1[C:3](=[CH:5][CH:6]=[CH:7][CH:8]=1)[NH2:4].C(N(CC)CC)C.[CH:18]1[C:27]2[C:22](=[CH:23][CH:24]=[CH:25][CH:26]=2)[CH:21]=[CH:20][C:19]=1[C:28]1[N:29]=[C:30]([C:33](Cl)=[O:34])[S:31][CH:32]=1, predict the reaction product. The product is: [CH:18]1[C:27]2[C:22](=[CH:23][CH:24]=[CH:25][CH:26]=2)[CH:21]=[CH:20][C:19]=1[C:28]1[N:29]=[C:30]([C:33]([NH:4][C:3]2[CH:5]=[CH:6][CH:7]=[CH:8][C:2]=2[C:1]([OH:10])=[O:9])=[O:34])[S:31][CH:32]=1.